This data is from Catalyst prediction with 721,799 reactions and 888 catalyst types from USPTO. The task is: Predict which catalyst facilitates the given reaction. (1) Reactant: [CH:1]1([C:4]2[NH:9][C:8]3[N:10]=[C:11]([N:13]4[CH2:18][CH2:17][O:16][CH2:15][CH2:14]4)[S:12][C:7]=3[C:6](=[O:19])[N:5]=2)[CH2:3][CH2:2]1.C[Si]([N-][Si](C)(C)C)(C)C.[Li+].Br[CH2:31][C:32]1[CH:37]=[CH:36][CH:35]=[C:34]([C:38]([F:41])([F:40])[F:39])[C:33]=1[CH3:42]. Product: [CH:1]1([C:4]2[N:9]([CH2:31][C:32]3[CH:37]=[CH:36][CH:35]=[C:34]([C:38]([F:39])([F:40])[F:41])[C:33]=3[CH3:42])[C:8]3[N:10]=[C:11]([N:13]4[CH2:14][CH2:15][O:16][CH2:17][CH2:18]4)[S:12][C:7]=3[C:6](=[O:19])[N:5]=2)[CH2:3][CH2:2]1. The catalyst class is: 7. (2) Reactant: [CH3:1][C:2]1[CH:3]=[C:4]([C:30]2[CH:35]=[CH:34][CH:33]=[C:32]([C:36]([F:39])([F:38])[F:37])[CH:31]=2)[C:5]([N:21](S(C)(=O)=O)[S:22]([CH3:25])(=[O:24])=[O:23])=[N:6][C:7]=1[C:8]([N:10]1[CH2:15][CH2:14][CH:13]([N:16]2[CH2:20][CH2:19][CH2:18][CH2:17]2)[CH2:12][CH2:11]1)=[O:9].[F-].C([N+](CCCC)(CCCC)CCCC)CCC. Product: [CH3:1][C:2]1[CH:3]=[C:4]([C:30]2[CH:35]=[CH:34][CH:33]=[C:32]([C:36]([F:39])([F:37])[F:38])[CH:31]=2)[C:5]([NH:21][S:22]([CH3:25])(=[O:23])=[O:24])=[N:6][C:7]=1[C:8]([N:10]1[CH2:11][CH2:12][CH:13]([N:16]2[CH2:20][CH2:19][CH2:18][CH2:17]2)[CH2:14][CH2:15]1)=[O:9]. The catalyst class is: 1. (3) Reactant: [NH2:1][C:2]1[CH:3]=[C:4]([C:9]2[S:13][C:12]([N:14]3[CH2:20][CH2:19][CH2:18][NH:17][C:16](=[O:21])[CH2:15]3)=[N:11][CH:10]=2)[CH:5]=[C:6]([CH3:8])[CH:7]=1.Cl[C:23]1[N:28]=[C:27]([CH:29]2[CH2:31][CH2:30]2)[CH:26]=[CH:25][N:24]=1.C(=O)([O-])[O-].[K+].[K+].CC(C1C=C(C(C)C)C(C2C=CC=CC=2P(C2CCCCC2)C2CCCCC2)=C(C(C)C)C=1)C. Product: [CH:29]1([C:27]2[CH:26]=[CH:25][N:24]=[C:23]([NH:1][C:2]3[CH:3]=[C:4]([C:9]4[S:13][C:12]([N:14]5[CH2:20][CH2:19][CH2:18][NH:17][C:16](=[O:21])[CH2:15]5)=[N:11][CH:10]=4)[CH:5]=[C:6]([CH3:8])[CH:7]=3)[N:28]=2)[CH2:31][CH2:30]1. The catalyst class is: 110. (4) Reactant: Br[C:2]1[N:7]=[CH:6][C:5]([N:8]2[C:17]3[N:18]4[CH:24]=[CH:23][CH:22]=[CH:21][C:19]4=[N:20][C:16]=3[C:15]3[C:10](=[CH:11][CH:12]=[CH:13][CH:14]=3)[C:9]2=[O:25])=[CH:4][CH:3]=1.[NH2:26][CH:27]([CH3:30])[CH2:28][OH:29]. Product: [OH:29][CH2:28][CH:27]([NH:26][C:2]1[N:7]=[CH:6][C:5]([N:8]2[C:17]3[N:18]4[CH:24]=[CH:23][CH:22]=[CH:21][C:19]4=[N:20][C:16]=3[C:15]3[C:10](=[CH:11][CH:12]=[CH:13][CH:14]=3)[C:9]2=[O:25])=[CH:4][CH:3]=1)[CH3:30]. The catalyst class is: 6. (5) Reactant: [CH:1]([O:4][C:5]1[N:6]=[C:7]([CH3:15])[S:8][C:9]=1[C:10]([O:12][CH2:13][CH3:14])=[O:11])([CH3:3])[CH3:2].[Br:16]N1C(=O)CCC1=O.C(Cl)(Cl)(Cl)Cl.N(C(C)(C)C#N)=NC(C)(C)C#N. Product: [Br:16][CH2:15][C:7]1[S:8][C:9]([C:10]([O:12][CH2:13][CH3:14])=[O:11])=[C:5]([O:4][CH:1]([CH3:3])[CH3:2])[N:6]=1. The catalyst class is: 175.